Dataset: Full USPTO retrosynthesis dataset with 1.9M reactions from patents (1976-2016). Task: Predict the reactants needed to synthesize the given product. (1) Given the product [CH2:7]([O:11][C:12]([CH:13]([O:4][C:3](=[O:5])[C:2]([CH3:22])([CH3:6])[CH3:1])[O:14][C:15]([S:17][CH2:18][CH3:19])=[O:16])=[O:21])[CH2:8][CH2:9][CH3:10], predict the reactants needed to synthesize it. The reactants are: [CH3:1][CH:2]([CH3:6])[C:3]([OH:5])=[O:4].[CH2:7]([O:11][C:12](=[O:21])[CH2:13][O:14][C:15]([S:17][CH2:18][CH2:19]I)=[O:16])[CH2:8][CH2:9][CH3:10].[CH2:22](OC(=O)COC(SCCI)=O)C. (2) Given the product [CH2:1]([O:3][C:4]1[CH:9]=[CH:8][C:7]([S:26]([Cl:30])(=[O:28])=[O:27])=[CH:6][C:5]=1[C:10]1[NH:15][C:14](=[O:16])[C:13]2=[C:17]([CH3:25])[N:18]=[C:19]([CH:20]3[CH2:24][CH2:23][CH2:22][CH2:21]3)[N:12]2[N:11]=1)[CH3:2], predict the reactants needed to synthesize it. The reactants are: [CH2:1]([O:3][C:4]1[CH:9]=[CH:8][CH:7]=[CH:6][C:5]=1[C:10]1[NH:15][C:14](=[O:16])[C:13]2=[C:17]([CH3:25])[N:18]=[C:19]([CH:20]3[CH2:24][CH2:23][CH2:22][CH2:21]3)[N:12]2[N:11]=1)[CH3:2].[S:26]([Cl:30])(=O)(=[O:28])[OH:27].